The task is: Predict the reactants needed to synthesize the given product.. This data is from Full USPTO retrosynthesis dataset with 1.9M reactions from patents (1976-2016). (1) Given the product [Br:1][C:2]1[CH:3]=[CH:4][C:5]([C:8]2[O:12][N:11]=[C:10]([CH3:13])[C:9]=2[NH:14][CH:24]([CH3:25])[CH2:23][CH2:22][C:17]2[CH:18]=[CH:19][CH:20]=[CH:21][C:16]=2[Cl:15])=[CH:6][CH:7]=1, predict the reactants needed to synthesize it. The reactants are: [Br:1][C:2]1[CH:7]=[CH:6][C:5]([C:8]2[O:12][N:11]=[C:10]([CH3:13])[C:9]=2[NH2:14])=[CH:4][CH:3]=1.[Cl:15][C:16]1[CH:21]=[CH:20][CH:19]=[CH:18][C:17]=1[CH2:22][CH2:23][C:24](=O)[CH3:25]. (2) Given the product [Cl:28][C:29]1[CH:36]=[C:35]([Cl:37])[CH:34]=[CH:33][C:30]=1[CH2:31][NH:32][C:19]([C:18]1[C:13](=[O:12])[NH:14][N:15]=[C:16]([C:22]2[CH:27]=[CH:26][N:25]=[CH:24][CH:23]=2)[CH:17]=1)=[O:21], predict the reactants needed to synthesize it. The reactants are: CN(C)C=O.C(Cl)(=O)C(Cl)=O.[O:12]=[C:13]1[C:18]([C:19]([OH:21])=O)=[CH:17][C:16]([C:22]2[CH:27]=[CH:26][N:25]=[CH:24][CH:23]=2)=[N:15][NH:14]1.[Cl:28][C:29]1[CH:36]=[C:35]([Cl:37])[CH:34]=[CH:33][C:30]=1[CH2:31][NH2:32]. (3) Given the product [CH2:6]([S:1]([Cl:5])(=[O:3])=[O:2])[CH2:7][CH2:8][CH2:9][CH2:10][CH2:11][CH2:12][CH3:13], predict the reactants needed to synthesize it. The reactants are: [S:1]([Cl:5])(Cl)(=[O:3])=[O:2].[CH2:6](SC#N)[CH2:7][CH2:8][CH2:9][CH2:10][CH2:11][CH2:12][CH3:13].C(O)(=O)C. (4) Given the product [NH2:1][C:2]1[N:7]=[C:6]([NH:28][CH2:29][C:30]([NH2:32])=[O:31])[C:5]([C:11]2[CH:12]=[CH:13][C:14](=[O:20])[N:15]([CH:17]([CH3:19])[CH3:18])[N:16]=2)=[C:4]([C:21]2[CH:26]=[CH:25][CH:24]=[CH:23][CH:22]=2)[N:3]=1, predict the reactants needed to synthesize it. The reactants are: [NH2:1][C:2]1[N:7]=[C:6](S(C)=O)[C:5]([C:11]2[CH:12]=[CH:13][C:14](=[O:20])[N:15]([CH:17]([CH3:19])[CH3:18])[N:16]=2)=[C:4]([C:21]2[CH:26]=[CH:25][CH:24]=[CH:23][CH:22]=2)[N:3]=1.Cl.[NH2:28][CH2:29][C:30]([NH2:32])=[O:31].C(N(C(C)C)C(C)C)C.O. (5) Given the product [Br:1][C:2]1[CH:7]=[CH:6][C:5]([O:8][CH3:9])=[CH:4][C:3]=1[N:10]([CH3:17])[C:11](=[O:15])[CH:12]([CH3:13])[CH3:14], predict the reactants needed to synthesize it. The reactants are: [Br:1][C:2]1[CH:7]=[CH:6][C:5]([O:8][CH3:9])=[CH:4][C:3]=1[NH:10][C:11](=[O:15])[CH:12]([CH3:14])[CH3:13].I[CH3:17].[H-].[Na+].